Dataset: Full USPTO retrosynthesis dataset with 1.9M reactions from patents (1976-2016). Task: Predict the reactants needed to synthesize the given product. (1) Given the product [N:6]([C:9]([C:12]1[CH:17]=[CH:16][C:15]([C:22](=[O:29])[CH2:23][C:24]2[S:25][CH:26]=[CH:27][CH:28]=2)=[CH:14][CH:13]=1)([CH3:11])[CH3:10])=[N+:7]=[N-:8], predict the reactants needed to synthesize it. The reactants are: [Li]CCCC.[N:6]([C:9]([C:12]1[CH:17]=[CH:16][C:15](Br)=[CH:14][CH:13]=1)([CH3:11])[CH3:10])=[N+:7]=[N-:8].CON(C)[C:22](=[O:29])[CH2:23][C:24]1[S:25][CH:26]=[CH:27][CH:28]=1. (2) Given the product [CH:11]([C:10]1[CH:9]=[C:8]([CH:15]=[CH:14][CH:13]=1)[O:7][CH:6]([CH2:5][CH2:4][OH:3])[C:2]([O:17][CH3:16])=[O:1])=[O:12], predict the reactants needed to synthesize it. The reactants are: [O:1]=[C:2]1[CH:6]([O:7][C:8]2[CH:9]=[C:10]([CH:13]=[CH:14][CH:15]=2)[CH:11]=[O:12])[CH2:5][CH2:4][O:3]1.[CH3:16][OH:17]. (3) Given the product [Br:27][C:12]1[C:11](=[O:28])[N:10]([CH2:9][C:6]2[CH:7]=[N:8][C:3]([CH2:2][NH:1][C:40](=[O:39])[CH2:41][OH:42])=[N:4][CH:5]=2)[C:15]([CH3:16])=[CH:14][C:13]=1[O:17][CH2:18][C:19]1[CH:24]=[CH:23][C:22]([F:25])=[CH:21][C:20]=1[F:26], predict the reactants needed to synthesize it. The reactants are: [NH2:1][CH2:2][C:3]1[N:8]=[CH:7][C:6]([CH2:9][N:10]2[C:15]([CH3:16])=[CH:14][C:13]([O:17][CH2:18][C:19]3[CH:24]=[CH:23][C:22]([F:25])=[CH:21][C:20]=3[F:26])=[C:12]([Br:27])[C:11]2=[O:28])=[CH:5][N:4]=1.CN1CCOCC1.C([O:39][CH2:40][C:41](Cl)=[O:42])(=O)C. (4) Given the product [Cl:17][CH2:2][C:3]1[CH:12]=[CH:11][C:10]2[N:9]=[C:8]3[CH2:13][CH2:14][CH2:15][N:7]3[C:6](=[O:16])[C:5]=2[CH:4]=1, predict the reactants needed to synthesize it. The reactants are: O[CH2:2][C:3]1[CH:12]=[CH:11][C:10]2[N:9]=[C:8]3[CH2:13][CH2:14][CH2:15][N:7]3[C:6](=[O:16])[C:5]=2[CH:4]=1.[Cl:17]CCl.S(Cl)(Cl)=O. (5) Given the product [NH2:1][C:2]1[CH:3]=[C:4]([CH:7]=[C:8]([NH:10][CH2:13][CH2:14][N:15]2[CH2:20][CH2:19][CH2:18][CH2:17][CH2:16]2)[CH:9]=1)[C:5]#[N:6], predict the reactants needed to synthesize it. The reactants are: [NH2:1][C:2]1[CH:3]=[C:4]([CH:7]=[C:8]([NH2:10])[CH:9]=1)[C:5]#[N:6].Cl.Cl[CH2:13][CH2:14][N:15]1[CH2:20][CH2:19][CH2:18][CH2:17][CH2:16]1.CCN(C(C)C)C(C)C.